From a dataset of Peptide-MHC class II binding affinity with 134,281 pairs from IEDB. Regression. Given a peptide amino acid sequence and an MHC pseudo amino acid sequence, predict their binding affinity value. This is MHC class II binding data. (1) The MHC is DRB3_0202 with pseudo-sequence DRB3_0202. The peptide sequence is GELQIVDKIDAAFLI. The binding affinity (normalized) is 0.207. (2) The peptide sequence is SEQGEFKLLSEEKVP. The MHC is DRB1_0701 with pseudo-sequence DRB1_0701. The binding affinity (normalized) is 0.421.